Dataset: Full USPTO retrosynthesis dataset with 1.9M reactions from patents (1976-2016). Task: Predict the reactants needed to synthesize the given product. (1) Given the product [Cl:22][C:19]1[CH:20]=[CH:21][C:16]([C:3]2[C:4]3[N:5]([C:8](=[O:15])[N:9]([CH2:11][CH:12]([CH3:14])[CH3:13])[N:10]=3)[CH:6]=[CH:7][C:2]=2[C:27]2[CH:26]=[CH:25][C:24]([Cl:23])=[CH:29][C:28]=2[Cl:30])=[CH:17][CH:18]=1, predict the reactants needed to synthesize it. The reactants are: Br[C:2]1[CH:7]=[CH:6][N:5]2[C:8](=[O:15])[N:9]([CH2:11][CH:12]([CH3:14])[CH3:13])[N:10]=[C:4]2[C:3]=1[C:16]1[CH:21]=[CH:20][C:19]([Cl:22])=[CH:18][CH:17]=1.[Cl:23][C:24]1[CH:29]=[C:28]([Cl:30])[CH:27]=[CH:26][C:25]=1B(O)O.C([O-])([O-])=O.[K+].[K+]. (2) Given the product [CH2:32]([O:31][C:29](=[O:30])[CH2:28][N:20]([CH:17]1[CH2:18][CH2:19][N:14]([CH:11]2[CH2:10][CH2:9][NH:8][CH2:13][CH2:12]2)[CH2:15][CH2:16]1)[C:21]([O:23][C:24]([CH3:27])([CH3:25])[CH3:26])=[O:22])[CH3:33], predict the reactants needed to synthesize it. The reactants are: C([N:8]1[CH2:13][CH2:12][CH:11]([N:14]2[CH2:19][CH2:18][CH:17]([N:20]([CH2:28][C:29]([O:31][CH2:32][CH3:33])=[O:30])[C:21]([O:23][C:24]([CH3:27])([CH3:26])[CH3:25])=[O:22])[CH2:16][CH2:15]2)[CH2:10][CH2:9]1)C1C=CC=CC=1.[H][H]. (3) Given the product [Br:40][C:38]1[S:37][C:36]2[C:41](=[O:42])[NH:43][C:14]([C@@H:13]3[C@H:12]4[CH2:17][C@H:9]([CH2:10][C@@H:11]4[OH:18])[N:8]3[C:6]([O:5][C:1]([CH3:4])([CH3:3])[CH3:2])=[O:7])=[N:34][C:35]=2[CH:39]=1, predict the reactants needed to synthesize it. The reactants are: [C:1]([O:5][C:6]([N:8]1[C@H:13]([C:14](O)=O)[C@H:12]2[CH2:17][C@@H:9]1[CH2:10][C@@H:11]2[OH:18])=[O:7])([CH3:4])([CH3:3])[CH3:2].C(N(CC)CC)C.C(Cl)(=O)OCC(C)C.[NH2:34][C:35]1[CH:39]=[C:38]([Br:40])[S:37][C:36]=1[C:41]([NH2:43])=[O:42]. (4) The reactants are: [C:1]1([N:7]2[C:11](=[O:12])[CH:10]([C:13](=O)[CH2:14][C:15](=O)[CH3:16])[C:9]([CH3:19])=[N:8]2)[CH:6]=[CH:5][CH:4]=[CH:3][CH:2]=1.Cl.[CH:21]1([NH:27][NH2:28])[CH2:26][CH2:25][CH2:24][CH2:23][CH2:22]1. Given the product [CH:21]1([N:27]2[C:13]([C:10]3[C:9]([CH3:19])=[N:8][N:7]([C:1]4[CH:6]=[CH:5][CH:4]=[CH:3][CH:2]=4)[C:11]=3[OH:12])=[CH:14][C:15]([CH3:16])=[N:28]2)[CH2:26][CH2:25][CH2:24][CH2:23][CH2:22]1, predict the reactants needed to synthesize it. (5) Given the product [F:1][C:2]([F:7])([F:6])[C:3]([OH:5])=[O:4].[NH2:15][C:16]1[N:25]2[CH2:26][CH2:27][N:28]=[C:24]2[C:23]2[CH:22]=[CH:21][C:20]([OH:29])=[C:19]([O:30][CH3:31])[C:18]=2[N:17]=1, predict the reactants needed to synthesize it. The reactants are: [F:1][C:2]([F:7])([F:6])[C:3]([OH:5])=[O:4].FC(F)(F)C(O)=O.[NH2:15][C:16]1[N:25]2[CH2:26][CH2:27][N:28]=[C:24]2[C:23]2[CH:22]=[CH:21][C:20]([OH:29])=[C:19]([O:30][CH3:31])[C:18]=2[N:17]=1.C(N(CC)CC)C. (6) Given the product [C:1]([O:5][C:6](=[O:16])[NH:7][C:8]1[CH:13]=[CH:12][C:11]([F:14])=[C:10]([CH:25]=[O:26])[C:9]=1[F:15])([CH3:4])([CH3:2])[CH3:3], predict the reactants needed to synthesize it. The reactants are: [C:1]([O:5][C:6](=[O:16])[NH:7][C:8]1[CH:13]=[CH:12][C:11]([F:14])=[CH:10][C:9]=1[F:15])([CH3:4])([CH3:3])[CH3:2].[Li]CCCC.CN([CH:25]=[O:26])C.Cl. (7) The reactants are: [CH2:1]([O:3][C:4]([C:6]1[C:7](=[O:28])[NH:8][C:9]2[C:13]([C:14]=1[N:15]1[CH2:20][CH2:19][N:18]([C:21]([C:23]3[S:24][CH:25]=[CH:26][CH:27]=3)=[O:22])[CH2:17][CH2:16]1)=[CH:12][S:11][CH:10]=2)=[O:5])[CH3:2].Br[CH2:30][C:31]([C:33]1[CH:38]=[CH:37][CH:36]=[CH:35][CH:34]=1)=[O:32]. Given the product [CH2:1]([O:3][C:4]([C:6]1[C:7](=[O:28])[N:8]([CH2:30][C:31](=[O:32])[C:33]2[CH:38]=[CH:37][CH:36]=[CH:35][CH:34]=2)[C:9]2[C:13]([C:14]=1[N:15]1[CH2:16][CH2:17][N:18]([C:21]([C:23]3[S:24][CH:25]=[CH:26][CH:27]=3)=[O:22])[CH2:19][CH2:20]1)=[CH:12][S:11][CH:10]=2)=[O:5])[CH3:2], predict the reactants needed to synthesize it.